This data is from Forward reaction prediction with 1.9M reactions from USPTO patents (1976-2016). The task is: Predict the product of the given reaction. Given the reactants C([O:4][CH2:5][C:6]([NH:8][C:9]1[CH:10]=[CH:11][C:12]2[O:16][C:15]([C:17]([NH:19][C:20]3[CH:25]=[CH:24][C:23]([Cl:26])=[CH:22][N:21]=3)=[O:18])=[C:14]([NH:27][C:28]([C@H:30]3[CH2:35][CH2:34][C@H:33]([N:36]([CH3:38])[CH3:37])[CH2:32][CH2:31]3)=[O:29])[C:13]=2[CH:39]=1)=[O:7])(=O)C.C(=O)([O-])[O-].[K+].[K+], predict the reaction product. The product is: [ClH:26].[CH3:37][N:36]([CH3:38])[C@H:33]1[CH2:32][CH2:31][C@H:30]([C:28]([NH:27][C:14]2[C:13]3[CH:39]=[C:9]([NH:8][C:6](=[O:7])[CH2:5][OH:4])[CH:10]=[CH:11][C:12]=3[O:16][C:15]=2[C:17]([NH:19][C:20]2[CH:25]=[CH:24][C:23]([Cl:26])=[CH:22][N:21]=2)=[O:18])=[O:29])[CH2:35][CH2:34]1.